Dataset: Forward reaction prediction with 1.9M reactions from USPTO patents (1976-2016). Task: Predict the product of the given reaction. (1) Given the reactants [C:1]([O:7][CH2:8][N:9]1[C:13]2[N:14]=[N:15][CH:16]=[C:17]([C:18]3[CH:19]=[N:20][N:21](C(OCC)C)[CH:22]=3)[C:12]=2[CH:11]=[CH:10]1)(=[O:6])[C:2]([CH3:5])([CH3:4])[CH3:3].Cl.[OH-].[Na+], predict the reaction product. The product is: [C:1]([O:7][CH2:8][N:9]1[C:13]2[N:14]=[N:15][CH:16]=[C:17]([C:18]3[CH:19]=[N:20][NH:21][CH:22]=3)[C:12]=2[CH:11]=[CH:10]1)(=[O:6])[C:2]([CH3:5])([CH3:4])[CH3:3]. (2) The product is: [NH2:17][C:10]1[C:9]2[N:8]=[C:7]([CH2:18][CH2:19][CH3:20])[N:6]([CH2:5][CH2:4][CH2:3][O:2]/[N:1]=[C:21](/[C:24]3[CH:29]=[CH:28][CH:27]=[CH:26][CH:25]=3)\[CH3:22])[C:14]=2[C:13]([CH3:15])=[C:12]([CH3:16])[N:11]=1. Given the reactants [NH2:1][O:2][CH2:3][CH2:4][CH2:5][N:6]1[C:14]2[C:13]([CH3:15])=[C:12]([CH3:16])[N:11]=[C:10]([NH2:17])[C:9]=2[N:8]=[C:7]1[CH2:18][CH2:19][CH3:20].[C:21]([C:24]1[CH:29]=[CH:28][CH:27]=[CH:26][CH:25]=1)(=O)[CH3:22].Cl.N1C=CC=CC=1, predict the reaction product. (3) Given the reactants [NH2:1][C:2]1[C:11]2[N:12]=[C:13]([CH2:20][O:21][CH2:22][CH3:23])[N:14]([CH2:15][C:16]([CH3:19])([OH:18])[CH3:17])[C:10]=2[C:9]2[CH:8]=[CH:7][C:6](Br)=[CH:5][C:4]=2[N:3]=1.[O:25]1[CH2:29][CH2:28][NH:27][C:26]1=[O:30].BrC1C=CC2C3N(CCCOC(C)C)C(COCC)=NC=3C(N)=NC=2C=1.N1CCCC1=O, predict the reaction product. The product is: [NH2:1][C:2]1[C:11]2[N:12]=[C:13]([CH2:20][O:21][CH2:22][CH3:23])[N:14]([CH2:15][C:16]([OH:18])([CH3:19])[CH3:17])[C:10]=2[C:9]2[CH:8]=[CH:7][C:6]([N:27]3[CH2:28][CH2:29][O:25][C:26]3=[O:30])=[CH:5][C:4]=2[N:3]=1. (4) The product is: [F:1][C:2]1[CH:9]=[CH:8][C:5]([CH2:6][NH:7][C:25]([C:22]2[CH:21]=[CH:20][C:19]([CH2:18][NH2:17])=[CH:24][N:23]=2)=[O:26])=[CH:4][CH:3]=1. Given the reactants [F:1][C:2]1[CH:9]=[CH:8][C:5]([CH2:6][NH2:7])=[CH:4][CH:3]=1.C(OC([NH:17][CH2:18][C:19]1[CH:20]=[CH:21][C:22]([C:25]([O-])=[O:26])=[N:23][CH:24]=1)=O)(C)(C)C.[Li+].CCN(C(C)C)C(C)C, predict the reaction product. (5) Given the reactants Cl[C:2]1[C:7]([F:8])=[CH:6][N:5]=[C:4]2[NH:9][CH:10]=[CH:11][C:3]=12.[NH:12]1[CH2:17][CH2:16][CH2:15][CH2:14][CH2:13]1, predict the reaction product. The product is: [F:8][C:7]1[C:2]([N:12]2[CH2:17][CH2:16][CH2:15][CH2:14][CH2:13]2)=[C:3]2[CH:11]=[CH:10][NH:9][C:4]2=[N:5][CH:6]=1. (6) Given the reactants [O:1]1[CH:5]=[CH:4][CH:3]=[CH:2]1.[Li]CCCC.[CH2:11]([O:18][C@H:19]1[C@@H:23]([CH2:24][C@@H:25]2[CH2:29][O:28][C:27]([CH3:31])([CH3:30])[O:26]2)[O:22][C@@H:21]([CH2:32][CH:33]=[O:34])[C@@H:20]1[O:35][CH2:36][C:37]1[CH:42]=[CH:41][C:40]([O:43][CH3:44])=[CH:39][CH:38]=1)[C:12]1[CH:17]=[CH:16][CH:15]=[CH:14][CH:13]=1.C(O[C@H]1[C@@H](C[C@H]2COC(C)(C)O2)O[C@@H](CC=O)[C@@H]1OCC1C=CC(OC)=CC=1)C1C=CC=CC=1.[NH4+].[Cl-], predict the reaction product. The product is: [CH2:11]([O:18][C@H:19]1[C@@H:23]([CH2:24][C@@H:25]2[CH2:29][O:28][C:27]([CH3:30])([CH3:31])[O:26]2)[O:22][C@@H:21]([CH2:32][CH:33]([C:2]2[O:1][CH:5]=[CH:4][CH:3]=2)[OH:34])[C@@H:20]1[O:35][CH2:36][C:37]1[CH:38]=[CH:39][C:40]([O:43][CH3:44])=[CH:41][CH:42]=1)[C:12]1[CH:17]=[CH:16][CH:15]=[CH:14][CH:13]=1. (7) Given the reactants [CH:1]1([N:5]2[CH2:11][CH2:10][C:9]3[CH:12]=[CH:13][C:14]([NH:16][C:17]([C:19]4[CH:24]=[N:23][C:22](O)=[CH:21][N:20]=4)=[O:18])=[CH:15][C:8]=3[CH2:7][CH2:6]2)[CH2:4][CH2:3][CH2:2]1.P(Cl)(Cl)([Cl:28])=O.C(=O)([O-])[O-].[Na+].[Na+], predict the reaction product. The product is: [Cl:28][C:22]1[N:23]=[CH:24][C:19]([C:17]([NH:16][C:14]2[CH:13]=[CH:12][C:9]3[CH2:10][CH2:11][N:5]([CH:1]4[CH2:4][CH2:3][CH2:2]4)[CH2:6][CH2:7][C:8]=3[CH:15]=2)=[O:18])=[N:20][CH:21]=1. (8) Given the reactants [F:1][C:2]([F:12])([F:11])[O:3][C:4]1[CH:10]=[CH:9][C:7]([NH2:8])=[CH:6][CH:5]=1.[CH:13]1[C:18]([C:19]([CH2:21]Br)=O)=[CH:17][CH:16]=[C:15]([N+:23]([O-:25])=[O:24])[CH:14]=1.[NH:26]1C=CN=[CH:27]1, predict the reaction product. The product is: [N+:23]([C:15]1[CH:16]=[CH:17][C:18]([C:19]2[N:26]=[CH:27][N:8]([C:7]3[CH:9]=[CH:10][C:4]([O:3][C:2]([F:11])([F:12])[F:1])=[CH:5][CH:6]=3)[CH:21]=2)=[CH:13][CH:14]=1)([O-:25])=[O:24]. (9) Given the reactants C(#N)C.C(=O)([O-])[O-].[Na+].[Na+].[CH2:10]([N:12](CC)[CH2:13]C)C.[CH:17]1[CH:18]=[CH:19][C:20]([CH:23]([N:31]2[CH2:36][CH2:35][N:34]([CH2:37][CH2:38][O:39][CH2:40][C:41]([OH:43])=O)[CH2:33][CH2:32]2)[C:24]2[CH:25]=[CH:26][C:27]([Cl:30])=[CH:28][CH:29]=2)=[CH:21][CH:22]=1, predict the reaction product. The product is: [CH3:10][N:12]([CH3:13])[C:41](=[O:43])[CH2:40][O:39][CH2:38][CH2:37][N:34]1[CH2:35][CH2:36][N:31]([CH:23]([C:20]2[CH:19]=[CH:18][CH:17]=[CH:22][CH:21]=2)[C:24]2[CH:29]=[CH:28][C:27]([Cl:30])=[CH:26][CH:25]=2)[CH2:32][CH2:33]1. (10) Given the reactants Br[CH2:2][C:3]1[CH:12]=[CH:11][C:6]([C:7]([O:9][CH3:10])=[O:8])=[CH:5][C:4]=1[C:13]([F:16])([F:15])[F:14].[CH2:17]([N:19]1[CH2:24][CH2:23][NH:22][CH2:21][CH2:20]1)[CH3:18].C(=O)([O-])[O-].[Cs+].[Cs+], predict the reaction product. The product is: [CH2:17]([N:19]1[CH2:24][CH2:23][N:22]([CH2:2][C:3]2[CH:12]=[CH:11][C:6]([C:7]([O:9][CH3:10])=[O:8])=[CH:5][C:4]=2[C:13]([F:16])([F:15])[F:14])[CH2:21][CH2:20]1)[CH3:18].